Predict the product of the given reaction. From a dataset of Forward reaction prediction with 1.9M reactions from USPTO patents (1976-2016). (1) Given the reactants [C:1](Cl)(Cl)=[O:2].[OH:5][C:6]1[N:11]=[CH:10][C:9]([N:12]2[C:17](=[O:18])[CH2:16][C:15]([CH3:20])([CH3:19])[CH2:14][C:13]2=[O:21])=[CH:8][CH:7]=1.C(N(CC)C(C)C)(C)C.Cl.[CH3:32][O:33][C:34]1[CH:35]=[C:36]2[C:41](=[CH:42][C:43]=1[O:44][CH3:45])[CH2:40][NH:39][CH2:38][CH2:37]2.N12CCN(CC1)CC2, predict the reaction product. The product is: [CH3:20][C:15]1([CH3:19])[CH2:16][C:17](=[O:18])[N:12]([C:9]2[CH:10]=[N:11][C:6]([O:5][C:1]([N:39]3[CH2:38][CH2:37][C:36]4[C:41](=[CH:42][C:43]([O:44][CH3:45])=[C:34]([O:33][CH3:32])[CH:35]=4)[CH2:40]3)=[O:2])=[CH:7][CH:8]=2)[C:13](=[O:21])[CH2:14]1. (2) Given the reactants [C:1]([O:5][C:6]([N:8]1[CH2:13][C@@H:12]([N:14]([C:19]([C:21]2[N:25]([CH2:26][CH2:27][CH2:28][CH2:29][O:30][CH3:31])[C:24]3[CH:32]=[CH:33][CH:34]=[C:35]([O:36][CH3:37])[C:23]=3[N:22]=2)=[O:20])[CH2:15][CH:16]([CH3:18])[CH3:17])[CH2:11][C@@H:10]([C:38]([OH:40])=O)[CH2:9]1)=[O:7])([CH3:4])([CH3:3])[CH3:2].[NH:41]1[CH2:46][CH2:45][CH2:44][CH2:43][CH2:42]1.C1C=CC2N(O)N=NC=2C=1.CCN=C=NCCCN(C)C.Cl, predict the reaction product. The product is: [CH3:37][O:36][C:35]1[C:23]2[N:22]=[C:21]([C:19]([N:14]([CH2:15][CH:16]([CH3:18])[CH3:17])[C@H:12]3[CH2:11][C@@H:10]([C:38]([N:41]4[CH2:46][CH2:45][CH2:44][CH2:43][CH2:42]4)=[O:40])[CH2:9][N:8]([C:6]([O:5][C:1]([CH3:2])([CH3:3])[CH3:4])=[O:7])[CH2:13]3)=[O:20])[N:25]([CH2:26][CH2:27][CH2:28][CH2:29][O:30][CH3:31])[C:24]=2[CH:32]=[CH:33][CH:34]=1. (3) Given the reactants [F:1][C:2]1[CH:26]=[CH:25][C:5]([CH2:6][O:7][C:8]2[N:9]=[N:10][CH:11]=[C:12]3[C:16]([CH2:17][OH:18])=[C:15]([CH3:19])[N:14]([CH2:20][C@H:21]4[CH2:23][C@@H:22]4[CH3:24])[C:13]=23)=[CH:4][CH:3]=1, predict the reaction product. The product is: [F:1][C:2]1[CH:3]=[CH:4][C:5]([CH2:6][O:7][C:8]2[N:9]=[N:10][CH:11]=[C:12]3[C:16]([CH:17]=[O:18])=[C:15]([CH3:19])[N:14]([CH2:20][C@H:21]4[CH2:23][C@@H:22]4[CH3:24])[C:13]=23)=[CH:25][CH:26]=1. (4) Given the reactants F[C:2]1[CH:9]=[N:8][CH:7]=[C:6]([F:10])[C:3]=1[CH:4]=[O:5].[CH3:11][C@H:12]1[O:17][C@@H:16]([CH3:18])[CH2:15][NH:14][CH2:13]1, predict the reaction product. The product is: [CH3:18][C@@H:16]1[CH2:15][N:14]([C:2]2[CH:9]=[N:8][CH:7]=[C:6]([F:10])[C:3]=2[CH:4]=[O:5])[CH2:13][C@H:12]([CH3:11])[O:17]1. (5) Given the reactants [CH3:1][O:2][C:3]1[CH:8]=[C:7]([O:9][CH3:10])[N:6]=[C:5]([N:11]2[C:20](=[O:21])[C:19]3[C:14](=[CH:15][C:16]([C:22]([OH:24])=O)=[CH:17][CH:18]=3)[NH:13][C:12]2=[S:25])[N:4]=1.CN(C(ON1N=NC2C=CC=NC1=2)=[N+](C)C)C.F[P-](F)(F)(F)(F)F.CCN(C(C)C)C(C)C.[NH2:59][CH2:60][C:61]1[CH:62]=[C:63]([CH:67]=[CH:68][CH:69]=1)[N:64]([CH3:66])[CH3:65], predict the reaction product. The product is: [CH3:1][O:2][C:3]1[CH:8]=[C:7]([O:9][CH3:10])[N:6]=[C:5]([N:11]2[C:20](=[O:21])[C:19]3[C:14](=[CH:15][C:16]([C:22]([NH:59][CH2:60][C:61]4[CH:69]=[CH:68][CH:67]=[C:63]([N:64]([CH3:66])[CH3:65])[CH:62]=4)=[O:24])=[CH:17][CH:18]=3)[NH:13][C:12]2=[S:25])[N:4]=1. (6) Given the reactants [C:1]([O:4][C@:5]1([C:25]#[CH:26])[C@:13]2([CH2:14][CH3:15])[C@H:8]([C@@H:9]3[CH2:23][CH2:22][C:21]4[C@H:16]([CH2:17][CH2:18][C:19](=O)[CH:20]=4)[C@H:10]3[CH2:11][CH2:12]2)[CH2:7][CH2:6]1)(=[O:3])[CH3:2].Cl.[NH2:28][OH:29].O, predict the reaction product. The product is: [C:1]([O:4][C@:5]1([C:25]#[CH:26])[C@:13]2([CH2:14][CH3:15])[C@H:8]([C@@H:9]3[CH2:23][CH2:22][C:21]4[C@H:16]([CH2:17][CH2:18][C:19](=[N:28][OH:29])[CH:20]=4)[C@H:10]3[CH2:11][CH2:12]2)[CH2:7][CH2:6]1)(=[O:3])[CH3:2]. (7) Given the reactants [O:1]1[CH2:6][CH2:5][C:4](=O)[CH2:3][CH2:2]1.[Cl:8][C:9]1[CH:14]=[CH:13][C:12]([C:15]2[CH:16]=[CH:17][C:18]([C:21]#[C:22][C:23]3[CH:36]=[CH:35][C:26]([O:27][CH2:28][CH2:29][NH:30][CH2:31][CH:32]4[CH2:34][CH2:33]4)=[CH:25][CH:24]=3)=[N:19][CH:20]=2)=[CH:11][CH:10]=1.[BH-](OC(C)=O)(OC(C)=O)OC(C)=O.[Na+], predict the reaction product. The product is: [Cl:8][C:9]1[CH:10]=[CH:11][C:12]([C:15]2[CH:16]=[CH:17][C:18]([C:21]#[C:22][C:23]3[CH:24]=[CH:25][C:26]([O:27][CH2:28][CH2:29][N:30]([CH2:31][CH:32]4[CH2:34][CH2:33]4)[CH:4]4[CH2:5][CH2:6][O:1][CH2:2][CH2:3]4)=[CH:35][CH:36]=3)=[N:19][CH:20]=2)=[CH:13][CH:14]=1.